From a dataset of Forward reaction prediction with 1.9M reactions from USPTO patents (1976-2016). Predict the product of the given reaction. (1) Given the reactants [C:1](O)(C(F)(F)F)=[O:2].[C:8]1([C:14]2[CH:19]=[C:18]([CH:20]3[CH2:25][NH:24][S:23](=[O:27])(=[O:26])[NH:22][CH2:21]3)[CH:17]=[CH:16][C:15]=2[NH:28][C:29]([C:31]2[N:32](COCC[Si](C)(C)C)[CH:33]=[C:34]([C:36]#[N:37])[N:35]=2)=[O:30])[CH2:13][CH2:12][CH2:11][CH2:10][CH:9]=1, predict the reaction product. The product is: [C:8]1([C:14]2[CH:19]=[C:18]([CH:20]3[CH2:25][NH:24][S:23](=[O:26])(=[O:27])[NH:22][CH2:21]3)[C:17]([CH2:1][OH:2])=[CH:16][C:15]=2[NH:28][C:29]([C:31]2[NH:32][CH:33]=[C:34]([C:36]#[N:37])[N:35]=2)=[O:30])[CH2:13][CH2:12][CH2:11][CH2:10][CH:9]=1. (2) Given the reactants [C:1]1([C@@H:7]2[CH2:9][C@H:8]2[NH2:10])[CH:6]=[CH:5][CH:4]=[CH:3][CH:2]=1.[CH3:11][O:12][CH2:13][C:14](OC)=[O:15], predict the reaction product. The product is: [CH3:11][O:12][CH2:13][C:14]([NH:10][C@@H:8]1[CH2:9][C@H:7]1[C:1]1[CH:6]=[CH:5][CH:4]=[CH:3][CH:2]=1)=[O:15].